Dataset: Catalyst prediction with 721,799 reactions and 888 catalyst types from USPTO. Task: Predict which catalyst facilitates the given reaction. (1) Reactant: [C:1]1([CH3:10])[CH:6]=[CH:5][CH:4]=[C:3]([C:7]([OH:9])=[O:8])[CH:2]=1.[Br:11]N1C(=O)CCC1=O. Product: [Br:11][CH2:10][C:1]1[CH:2]=[C:3]([CH:4]=[CH:5][CH:6]=1)[C:7]([OH:9])=[O:8]. The catalyst class is: 22. (2) Reactant: B(Br)(Br)Br.[C:5]([C:7]1[CH:12]=[CH:11][C:10]([NH:13][CH:14]([C:20]2[CH:25]=[CH:24][C:23]([O:26]C)=[C:22]([S:28][CH3:29])[CH:21]=2)[C:15]([O:17][CH2:18][CH3:19])=[O:16])=[CH:9][CH:8]=1)#[N:6]. Product: [C:5]([C:7]1[CH:12]=[CH:11][C:10]([NH:13][CH:14]([C:20]2[CH:25]=[CH:24][C:23]([OH:26])=[C:22]([S:28][CH3:29])[CH:21]=2)[C:15]([O:17][CH2:18][CH3:19])=[O:16])=[CH:9][CH:8]=1)#[N:6]. The catalyst class is: 2.